This data is from Full USPTO retrosynthesis dataset with 1.9M reactions from patents (1976-2016). The task is: Predict the reactants needed to synthesize the given product. (1) Given the product [CH:21]1([C:19]([N:16]2[CH2:17][CH2:18][C@@H:14]([CH2:13][N:12]3[CH:11]=[N:10][N:9]=[C:8]3[C:5]3[CH:6]=[CH:7][C:2]([C:31]4[CH:32]=[CH:33][CH:34]=[C:29]([C:28]5[NH:27][N:26]=[N:25][N:24]=5)[CH:30]=4)=[CH:3][CH:4]=3)[CH2:15]2)=[O:20])[CH2:23][CH2:22]1, predict the reactants needed to synthesize it. The reactants are: Br[C:2]1[CH:7]=[CH:6][C:5]([C:8]2[N:12]([CH2:13][C@@H:14]3[CH2:18][CH2:17][N:16]([C:19]([CH:21]4[CH2:23][CH2:22]4)=[O:20])[CH2:15]3)[CH:11]=[N:10][N:9]=2)=[CH:4][CH:3]=1.[NH:24]1[C:28]([C:29]2[CH:30]=[C:31](B(O)O)[CH:32]=[CH:33][CH:34]=2)=[N:27][N:26]=[N:25]1. (2) Given the product [F:1][C:2]1[CH:3]=[CH:4][C:5]([NH:18][C:19](=[O:31])[C:20]2[CH:25]=[CH:24][C:23]([N:36]3[CH2:37][CH2:38][CH2:39][N:33]([CH3:32])[CH2:34][CH2:35]3)=[CH:22][C:21]=2[O:27][CH:28]([CH3:30])[CH3:29])=[C:6]([CH:17]=1)[C:7]([NH:9][C:10]1[CH:15]=[CH:14][C:13]([Cl:16])=[CH:12][N:11]=1)=[O:8], predict the reactants needed to synthesize it. The reactants are: [F:1][C:2]1[CH:3]=[CH:4][C:5]([NH:18][C:19](=[O:31])[C:20]2[CH:25]=[CH:24][C:23](F)=[CH:22][C:21]=2[O:27][CH:28]([CH3:30])[CH3:29])=[C:6]([CH:17]=1)[C:7]([NH:9][C:10]1[CH:15]=[CH:14][C:13]([Cl:16])=[CH:12][N:11]=1)=[O:8].[CH3:32][N:33]1[CH2:39][CH2:38][CH2:37][NH:36][CH2:35][CH2:34]1.